From a dataset of Catalyst prediction with 721,799 reactions and 888 catalyst types from USPTO. Predict which catalyst facilitates the given reaction. (1) Reactant: Cl[C:2]1[CH:7]=[C:6]([Cl:8])[N:5]=[CH:4][N:3]=1.[C:9]([N:16]1[CH2:21][CH2:20][CH:19]([CH2:22][NH2:23])[CH2:18][CH2:17]1)([O:11][C:12]([CH3:15])([CH3:14])[CH3:13])=[O:10].C(=O)([O-])[O-].[K+].[K+]. Product: [Cl:8][C:6]1[N:5]=[CH:4][N:3]=[C:2]([NH:23][CH2:22][CH:19]2[CH2:20][CH2:21][N:16]([C:9]([O:11][C:12]([CH3:15])([CH3:14])[CH3:13])=[O:10])[CH2:17][CH2:18]2)[CH:7]=1. The catalyst class is: 10. (2) Reactant: [CH:1]([OH:3])=O.[C:4](OC(=O)C)(=[O:6])C.[O:11]([CH2:18][C@@H:19]([OH:48])[CH2:20][N:21]([CH:29]([CH3:47])[CH2:30][C:31]([C:40]1[CH:45]=[CH:44][C:43]([NH2:46])=[CH:42][CH:41]=1)([C:33]1[CH:38]=[CH:37][C:36]([NH2:39])=[CH:35][CH:34]=1)[OH:32])[CH2:22][C:23]1[CH:28]=[CH:27][CH:26]=[CH:25][CH:24]=1)[C:12]1[CH:17]=[CH:16][CH:15]=[CH:14][CH:13]=1.C(=O)([O-])[O-].[K+].[K+]. Product: [O:11]([CH2:18][C@@H:19]([OH:48])[CH2:20][N:21]([CH:29]([CH3:47])[CH2:30][C:31]([C:33]1[CH:34]=[CH:35][C:36]([NH:39][CH:1]=[O:3])=[CH:37][CH:38]=1)([C:40]1[CH:45]=[CH:44][C:43]([NH:46][CH:4]=[O:6])=[CH:42][CH:41]=1)[OH:32])[CH2:22][C:23]1[CH:28]=[CH:27][CH:26]=[CH:25][CH:24]=1)[C:12]1[CH:13]=[CH:14][CH:15]=[CH:16][CH:17]=1. The catalyst class is: 98. (3) Reactant: [CH3:1][P:2](=[O:7])([O:5][CH3:6])[O:3][CH3:4].C([Li])CCC.[C:13]1([C@H:19]([CH3:25])[C:20](OCC)=[O:21])[CH:18]=[CH:17][CH:16]=[CH:15][CH:14]=1.OS([O-])(=O)=O.[K+]. Product: [O:21]=[C:20]([C@H:19]([C:13]1[CH:18]=[CH:17][CH:16]=[CH:15][CH:14]=1)[CH3:25])[CH2:1][P:2](=[O:7])([O:5][CH3:6])[O:3][CH3:4]. The catalyst class is: 1. (4) Reactant: [CH3:1][N:2]([CH3:21])[C:3]1[CH:20]=[CH:19][C:6]([C:7]([NH:9][C:10]2[CH:11]=[C:12]3[C:16](=[CH:17][CH:18]=2)[NH:15][N:14]=[CH:13]3)=[O:8])=[CH:5][CH:4]=1.[NH:22]1[C:30]2[C:25](=[CH:26][C:27](N)=[CH:28][CH:29]=2)C=N1.OC1C2N=NNC=2C=CC=1.C(N(CC)CC)C.CN(C)C1C=CC(C(O)=O)=CC=1.C(Cl)CCl. Product: [NH2:22][C:30]1[CH:25]=[CH:26][C:27]([N:15]2[C:16]3[C:12](=[CH:11][C:10]([NH:9][C:7](=[O:8])[C:6]4[CH:5]=[CH:4][C:3]([N:2]([CH3:21])[CH3:1])=[CH:20][CH:19]=4)=[CH:18][CH:17]=3)[CH:13]=[N:14]2)=[CH:28][CH:29]=1. The catalyst class is: 18.